The task is: Regression/Classification. Given a drug SMILES string, predict its toxicity properties. Task type varies by dataset: regression for continuous values (e.g., LD50, hERG inhibition percentage) or binary classification for toxic/non-toxic outcomes (e.g., AMES mutagenicity, cardiotoxicity, hepatotoxicity). Dataset: herg_karim.. This data is from hERG potassium channel inhibition data for cardiac toxicity prediction from Karim et al.. (1) The molecule is CN1CCN(c2ccc3c(c2)Cc2c-3n[nH]c2-c2csc(C#CCOc3ccccc3)c2)CC1. The result is 1 (blocker). (2) The result is 1 (blocker). The molecule is Cc1cccc(-c2cc3c(N[C@@H]4CC[C@](C)(N)C4(C)C)c(C(N)=O)cnn3c2)c1. (3) The molecule is O=C(Nc1cc(C(F)(F)F)ccc1-n1cncn1)C1(c2cccc(C(F)(F)F)c2)CC1. The result is 0 (non-blocker).